Task: Predict the reactants needed to synthesize the given product.. Dataset: Full USPTO retrosynthesis dataset with 1.9M reactions from patents (1976-2016) Given the product [O:4]1[CH2:3][CH2:2][N:1]([C:7]2[C:8]3[S:28][C:27]([CH2:29][N:30]4[CH2:31][CH:32]([N:34]5[CH2:35][CH2:36][O:37][CH2:38][CH2:39]5)[CH2:33]4)=[CH:26][C:9]=3[N:10]=[C:11]([C:53]3[C:52]4[CH:51]=[CH:50][NH:49][C:57]=4[CH:56]=[CH:55][N:54]=3)[N:12]=2)[CH2:6][CH2:5]1, predict the reactants needed to synthesize it. The reactants are: [N:1]1([C:7]2[C:8]3[S:28][C:27]([CH2:29][N:30]4[CH2:33][CH:32]([N:34]5[CH2:39][CH2:38][O:37][CH2:36][CH2:35]5)[CH2:31]4)=[CH:26][C:9]=3[N:10]=[C:11]([Sn](CCCC)(CCCC)CCCC)[N:12]=2)[CH2:6][CH2:5][O:4][CH2:3][CH2:2]1.C1(S([N:49]2[C:57]3[CH:56]=[CH:55][N:54]=[C:53](Br)[C:52]=3[CH:51]=[CH:50]2)(=O)=O)C=CC=CC=1.